This data is from Full USPTO retrosynthesis dataset with 1.9M reactions from patents (1976-2016). The task is: Predict the reactants needed to synthesize the given product. (1) Given the product [CH3:38][O:39][C:32]1[N:31]=[N:30][C:29]([C:26]2[CH:27]=[CH:28][C:23]([C:20]3([C:17]4[N:13]5[CH2:14][CH2:15][S:16][C:10]([CH2:9][OH:8])([CH3:36])[CH2:11][C:12]5=[N:19][N:18]=4)[CH2:21][CH2:22]3)=[CH:24][CH:25]=2)=[CH:34][CH:33]=1, predict the reactants needed to synthesize it. The reactants are: [Si]([O:8][CH2:9][C:10]1([CH3:36])[S:16][CH2:15][CH2:14][N:13]2[C:17]([C:20]3([C:23]4[CH:28]=[CH:27][C:26]([C:29]5[N:30]=[N:31][C:32](Cl)=[CH:33][CH:34]=5)=[CH:25][CH:24]=4)[CH2:22][CH2:21]3)=[N:18][N:19]=[C:12]2[CH2:11]1)(C(C)(C)C)(C)C.Cl.[CH3:38][OH:39]. (2) Given the product [CH2:23]([C:16]1[C:6]2[C:7]([N:8]=[C:9]3[C:5]=2[CH:4]=[CH:3][CH:11]=[C:10]3[CH:26]=[O:27])=[CH:14][CH:15]=1)[CH3:25], predict the reactants needed to synthesize it. The reactants are: C([C:3]1[CH:11]=[CH:10][C:9]2[N:8](CC)[C:7]3[CH2:14][CH2:15][CH2:16][C:6]=3[C:5]=2[CH:4]=1)#N.CC(C[AlH]C[CH:23]([CH3:25])C)C.[C:26](C(C(C([O-])=O)O)O)([O-])=[O:27].[K+].[Na+]. (3) Given the product [CH3:1][O:2][C:3](=[O:13])[NH:4][C:5]1[CH:6]=[C:7]([CH3:12])[C:8]([Br:11])=[CH:9][C:10]=1[I:14], predict the reactants needed to synthesize it. The reactants are: [CH3:1][O:2][C:3](=[O:13])[NH:4][C:5]1[CH:10]=[CH:9][C:8]([Br:11])=[C:7]([CH3:12])[CH:6]=1.[I:14]N1C(=O)CCC1=O.FC(F)(F)S(O)(=O)=O.